Predict the reactants needed to synthesize the given product. From a dataset of Full USPTO retrosynthesis dataset with 1.9M reactions from patents (1976-2016). (1) Given the product [F:13][C:14]1[C:19]([F:20])=[C:18]([O:21][CH2:22][CH3:23])[CH:17]=[C:16]([CH3:24])[C:15]=1[CH:25]=[CH:26][CH:27]1[CH2:32][CH2:31][CH:30]([CH:33]2[CH2:38][CH2:37][CH:36]([CH2:39][CH2:40][CH2:41][CH2:42][CH3:43])[CH2:35][CH2:34]2)[CH2:29][CH2:28]1, predict the reactants needed to synthesize it. The reactants are: O.C1(C)C=CC(S(O)(=O)=O)=CC=1.[F:13][C:14]1[C:19]([F:20])=[C:18]([O:21][CH2:22][CH3:23])[CH:17]=[C:16]([CH3:24])[C:15]=1[CH:25](O)[CH2:26][CH:27]1[CH2:32][CH2:31][CH:30]([CH:33]2[CH2:38][CH2:37][CH:36]([CH2:39][CH2:40][CH2:41][CH2:42][CH3:43])[CH2:35][CH2:34]2)[CH2:29][CH2:28]1.O. (2) Given the product [Cl:1][C:2]1[CH:7]=[CH:6][C:5]([C@H:8]2[C@@H:12]([C:13]3[CH:18]=[CH:17][C:16]([Cl:19])=[CH:15][CH:14]=3)[N:11]([C:20]([N:46]3[CH2:47][CH2:48][N:43]([CH2:42][C:41]([N:35]4[CH2:36][CH2:37][O:38][CH2:39][CH2:40]4)=[O:49])[CH2:44][CH2:45]3)=[O:21])[C:10]([C:23]3[C:24]([O:32][CH2:33][CH3:34])=[N:25][C:26]([O:29][CH2:30][CH3:31])=[N:27][CH:28]=3)=[N:9]2)=[CH:4][CH:3]=1, predict the reactants needed to synthesize it. The reactants are: [Cl:1][C:2]1[CH:7]=[CH:6][C:5]([CH:8]2[CH:12]([C:13]3[CH:18]=[CH:17][C:16]([Cl:19])=[CH:15][CH:14]=3)[N:11]([C:20](Cl)=[O:21])[C:10]([C:23]3[C:24]([O:32][CH2:33][CH3:34])=[N:25][C:26]([O:29][CH2:30][CH3:31])=[N:27][CH:28]=3)=[N:9]2)=[CH:4][CH:3]=1.[N:35]1([C:41](=[O:49])[CH2:42][N:43]2[CH2:48][CH2:47][NH:46][CH2:45][CH2:44]2)[CH2:40][CH2:39][O:38][CH2:37][CH2:36]1. (3) Given the product [NH2:11][C:12]1[N:17]=[C:16]([Cl:18])[C:15]([CH2:19][C:20]2[CH:29]=[CH:28][C:23]([CH2:24][OH:25])=[CH:22][C:21]=2[F:30])=[C:14]([CH3:31])[N:13]=1, predict the reactants needed to synthesize it. The reactants are: [H-].C([Al+]CC(C)C)C(C)C.[NH2:11][C:12]1[N:17]=[C:16]([Cl:18])[C:15]([CH2:19][C:20]2[CH:29]=[CH:28][C:23]([C:24](OC)=[O:25])=[CH:22][C:21]=2[F:30])=[C:14]([CH3:31])[N:13]=1. (4) Given the product [CH:25]1([CH2:24][NH:23][C:21]([C:18]2[CH:19]=[CH:20][C:15]([C:10]3[C:11]([CH3:14])=[CH:12][CH:13]=[C:8]([NH:7][C:5](=[O:6])[C:4]4[CH:28]=[CH:29][N:30]=[C:2]([N:31]5[CH2:36][CH2:35][S:34][CH2:33][CH2:32]5)[CH:3]=4)[CH:9]=3)=[CH:16][CH:17]=2)=[O:22])[CH2:27][CH2:26]1, predict the reactants needed to synthesize it. The reactants are: Cl[C:2]1[CH:3]=[C:4]([CH:28]=[CH:29][N:30]=1)[C:5]([NH:7][C:8]1[CH:9]=[C:10]([C:15]2[CH:20]=[CH:19][C:18]([C:21]([NH:23][CH2:24][CH:25]3[CH2:27][CH2:26]3)=[O:22])=[CH:17][CH:16]=2)[C:11]([CH3:14])=[CH:12][CH:13]=1)=[O:6].[NH:31]1[CH2:36][CH2:35][S:34][CH2:33][CH2:32]1. (5) Given the product [C:1]([C:5]1[CH:6]=[C:7]([CH:8]=[CH:9][CH:10]=1)[C:19]#[N:20])([CH3:4])([CH3:3])[CH3:2], predict the reactants needed to synthesize it. The reactants are: [C:1]([C:5]1[CH:6]=[C:7](OS(C(F)(F)F)(=O)=O)[CH:8]=[CH:9][CH:10]=1)([CH3:4])([CH3:3])[CH3:2].[CH3:19][N:20](C=O)C. (6) Given the product [C:1]([O:5][C:6](=[O:20])[CH2:7][O:8][C:9]1[C:18]2[CH2:17][CH2:16][CH2:15][C@@H:14]([NH:19][S:41]([C:38]3[CH:37]=[CH:36][C:35]([C:32]4[CH:33]=[CH:34][C:29]([CH3:28])=[CH:30][CH:31]=4)=[CH:40][CH:39]=3)(=[O:43])=[O:42])[C:13]=2[CH:12]=[CH:11][CH:10]=1)([CH3:4])([CH3:2])[CH3:3], predict the reactants needed to synthesize it. The reactants are: [C:1]([O:5][C:6](=[O:20])[CH2:7][O:8][C:9]1[C:18]2[CH2:17][CH2:16][CH2:15][C@@H:14]([NH2:19])[C:13]=2[CH:12]=[CH:11][CH:10]=1)([CH3:4])([CH3:3])[CH3:2].C(N(CC)CC)C.[CH3:28][C:29]1[CH:34]=[CH:33][C:32]([C:35]2[CH:40]=[CH:39][C:38]([S:41](Cl)(=[O:43])=[O:42])=[CH:37][CH:36]=2)=[CH:31][CH:30]=1. (7) The reactants are: [Cl:1][C:2]1[C:10]([CH3:11])=[N:9][C:8]2[N:4]([N:5]=[C:6]3[CH2:14][N:13]([C:15]([C:17]4[CH:22]=[CH:21][CH:20]=[CH:19][C:18]=4[O:23][CH2:24][CH2:25][NH:26][CH3:27])=[O:16])[CH2:12][C:7]3=2)[C:3]=1[CH3:28].Br[CH2:30][CH2:31][F:32].C([O-])(O)=O.[Na+]. Given the product [Cl:1][C:2]1[C:10]([CH3:11])=[N:9][C:8]2[N:4]([N:5]=[C:6]3[CH2:14][N:13]([C:15]([C:17]4[CH:22]=[CH:21][CH:20]=[CH:19][C:18]=4[O:23][CH2:24][CH2:25][N:26]([CH2:30][CH2:31][F:32])[CH3:27])=[O:16])[CH2:12][C:7]3=2)[C:3]=1[CH3:28], predict the reactants needed to synthesize it. (8) Given the product [C:27]([N:30]1[CH2:36][CH2:35][CH2:34][N:33]([C:21]2[N:20]=[CH:24][C:26]([C:4]3[N:3]=[C:2]([Cl:1])[N:10]=[C:9]4[C:5]=3[N:6]=[CH:7][N:8]4[CH:11]3[CH2:16][CH2:15][CH2:14][CH2:13][O:12]3)=[CH:37][CH:23]=2)[CH2:32][CH2:31]1)(=[O:29])[CH3:28], predict the reactants needed to synthesize it. The reactants are: [Cl:1][C:2]1[N:10]=[C:9]2[C:5]([N:6]=[CH:7][N:8]2[CH:11]2[CH2:16][CH2:15][CH2:14][CH2:13][O:12]2)=[C:4](Cl)[N:3]=1.CC[N:20]([CH:24]([CH3:26])C)[CH:21]([CH3:23])C.[C:27]([N:30]1[CH2:36][CH2:35][CH2:34][NH:33][CH2:32][CH2:31]1)(=[O:29])[CH3:28].[CH3:37]CCCO.